This data is from Experimentally validated miRNA-target interactions with 360,000+ pairs, plus equal number of negative samples. The task is: Binary Classification. Given a miRNA mature sequence and a target amino acid sequence, predict their likelihood of interaction. (1) The miRNA is hsa-miR-6874-5p with sequence AUGGAGCUGGAACCAGAUCAGGC. The protein sequence of the target gene is MALKDYAIEKEKVKKFLQEFYYENELGKKQFKYGTQLVHLAHREQVALYVDLDDIAEDDPELVDSICENAKRYSRLFGDVVQELLPEYKEKEVVNKDVLDVYIEHRLMMEQRSRDPGAVRNPQNQYPSELMRRFELYFRGPSSSKPRVIREVRADSVGKLLTVRGIVTRVSEVKPRMVVATYTCDQCGAETYQPIQSPTFMPLIMCPSQECQTNRSGGRLYLQTRGSKFVKFQEMKIQEHSDQVPVGNIPRSITVVLEGENTRIAQPGDHVSVTGIFLPVLRTGFQQMAQGLLSETYLEA.... Result: 0 (no interaction). (2) The miRNA is hsa-miR-6715b-5p with sequence ACAGGCACGACUGGUUUGGCA. The protein sequence of the target gene is MARFGEAVVARPGSGDGDSDQSRNRQGTPVPASGQAAAYKQTKAQRARTMALYNPIPVRQNCFTVNRSLFIFGEDNIVRKYAKKLIDWPPFEYMILATIIANCIVLALEQHLPEDDKTPMSRRLEKTEPYFIGIFCFEAGIKIVALGFIFHKGSYLRNGWNVMDFIVVLSGILATAGTHFNTHVDLRTLRAVRVLRPLKLVSGIPSLQIVLKSIMKAMVPLLQIGLLLFFAILMFAIIGLEFYSGKLHRACFMNNSGILEGFDPPHPCGVQGCPAGYECKDWIGPNDGITQFDNILFAVL.... Result: 0 (no interaction). (3) The miRNA is hsa-miR-520f-5p with sequence CCUCUAAAGGGAAGCGCUUUCU. The protein sequence of the target gene is MSGRGKQGGKARAKAKSRSSRAGLQFPVGRVHRLLRKGNYAERVGAGAPVYMAAVLEYLTAEILELAGNAARDNKKTRIIPRHLQLAIRNDEELNKLLGKVTIAQGGVLPNIQAVLLPKKTESHKAKSK. Result: 1 (interaction).